This data is from Catalyst prediction with 721,799 reactions and 888 catalyst types from USPTO. The task is: Predict which catalyst facilitates the given reaction. (1) Reactant: [CH3:1][O:2][C:3]1[C:4]([O:29][CH2:30][CH2:31][CH2:32][O:33][CH3:34])=[CH:5][C:6]2[CH2:15][CH:14]([C:16]([CH3:21])([CH3:20])[CH2:17][O:18][CH3:19])[N:13]3[CH:8]([CH2:9][C:10](=[O:27])[C:11]([C:22]([O:24][CH2:25][CH3:26])=[O:23])=[CH:12]3)[C:7]=2[CH:28]=1.C1(Cl)C(=O)C(Cl)=C(Cl)C(=O)C=1Cl. Product: [CH3:1][O:2][C:3]1[C:4]([O:29][CH2:30][CH2:31][CH2:32][O:33][CH3:34])=[CH:5][C:6]2[CH2:15][CH:14]([C:16]([CH3:21])([CH3:20])[CH2:17][O:18][CH3:19])[N:13]3[C:8](=[CH:9][C:10](=[O:27])[C:11]([C:22]([O:24][CH2:25][CH3:26])=[O:23])=[CH:12]3)[C:7]=2[CH:28]=1. The catalyst class is: 57. (2) Reactant: [F:1][CH:2]([F:14])[O:3][C:4]1[CH:8]=[C:7]([C:9]([O:11]C)=[O:10])[N:6]([CH3:13])[N:5]=1.[OH-].[Na+].Cl. Product: [F:14][CH:2]([F:1])[O:3][C:4]1[CH:8]=[C:7]([C:9]([OH:11])=[O:10])[N:6]([CH3:13])[N:5]=1. The catalyst class is: 5.